This data is from Full USPTO retrosynthesis dataset with 1.9M reactions from patents (1976-2016). The task is: Predict the reactants needed to synthesize the given product. (1) Given the product [CH3:30][O:31][CH2:32][C:33]([NH:4][C@H:5]([C:10]1[N:11]=[C:12]([NH:15][C:16]2[CH:21]=[CH:20][C:19]([N:22]3[CH:26]=[C:25]([CH3:27])[N:24]=[CH:23]3)=[C:18]([O:28][CH3:29])[CH:17]=2)[S:13][CH:14]=1)[CH2:6][CH:7]([CH3:8])[CH3:9])=[O:34], predict the reactants needed to synthesize it. The reactants are: Cl.Cl.Cl.[NH2:4][C@H:5]([C:10]1[N:11]=[C:12]([NH:15][C:16]2[CH:21]=[CH:20][C:19]([N:22]3[CH:26]=[C:25]([CH3:27])[N:24]=[CH:23]3)=[C:18]([O:28][CH3:29])[CH:17]=2)[S:13][CH:14]=1)[CH2:6][CH:7]([CH3:9])[CH3:8].[CH3:30][O:31][CH2:32][C:33](O)=[O:34]. (2) Given the product [CH2:1]1[C:9]2[C:4](=[CH:5][C:6]([N:10]3[C:15]4[N:16]=[C:17]([NH:20][C:21]5[CH:26]=[CH:25][C:24]([CH:27]6[CH2:32][CH2:31][N:30]([CH2:33][C:34]([Cl:46])=[O:35])[CH2:29][CH2:28]6)=[CH:23][CH:22]=5)[N:18]=[CH:19][C:14]=4[C:13](=[O:37])[C:12]([C:38](=[O:42])[NH:39][O:40][CH3:41])=[CH:11]3)=[CH:7][CH:8]=2)[CH2:3][CH2:2]1, predict the reactants needed to synthesize it. The reactants are: [CH2:1]1[C:9]2[C:4](=[CH:5][C:6]([N:10]3[C:15]4[N:16]=[C:17]([NH:20][C:21]5[CH:26]=[CH:25][C:24]([CH:27]6[CH2:32][CH2:31][N:30]([CH2:33][C:34](O)=[O:35])[CH2:29][CH2:28]6)=[CH:23][CH:22]=5)[N:18]=[CH:19][C:14]=4[C:13](=[O:37])[C:12]([C:38](=[O:42])[NH:39][O:40][CH3:41])=[CH:11]3)=[CH:7][CH:8]=2)[CH2:3][CH2:2]1.C(Cl)(=O)C([Cl:46])=O.CN(C=O)C.